From a dataset of Forward reaction prediction with 1.9M reactions from USPTO patents (1976-2016). Predict the product of the given reaction. (1) Given the reactants [CH3:1][O:2][C:3](=[O:31])[C:4]1[CH:9]=[CH:8][C:7]([C:10]([CH2:28][CH3:29])([C:13]2[CH:18]=[CH:17][C:16](OS(C(F)(F)F)(=O)=O)=[C:15]([CH3:27])[CH:14]=2)[CH2:11][CH3:12])=[CH:6][C:5]=1[CH3:30].[CH3:32][Si:33]([C:36]#[CH:37])([CH3:35])[CH3:34].C(N(CC)CC)C, predict the reaction product. The product is: [CH3:1][O:2][C:3](=[O:31])[C:4]1[CH:9]=[CH:8][C:7]([C:10]([CH2:28][CH3:29])([C:13]2[CH:18]=[CH:17][C:16]([C:37]#[C:36][Si:33]([CH3:35])([CH3:34])[CH3:32])=[C:15]([CH3:27])[CH:14]=2)[CH2:11][CH3:12])=[CH:6][C:5]=1[CH3:30]. (2) Given the reactants [CH3:1][O:2][C:3]1[C:8]([C:9]([OH:11])=O)=[CH:7][C:6]([C:12]([NH2:14])=[O:13])=[CH:5][CH:4]=1.[F:15][C:16]1[CH:22]=[CH:21][C:20]([C:23]([F:26])([F:25])[F:24])=[CH:19][C:17]=1[NH2:18], predict the reaction product. The product is: [F:15][C:16]1[CH:22]=[CH:21][C:20]([C:23]([F:25])([F:26])[F:24])=[CH:19][C:17]=1[NH:18][C:9](=[O:11])[C:8]1[CH:7]=[C:6]([CH:5]=[CH:4][C:3]=1[O:2][CH3:1])[C:12]([NH2:14])=[O:13]. (3) Given the reactants [CH:1]1([C@H:7]([NH:9][CH2:10][C:11]([CH3:14])([CH3:13])O)[CH3:8])[CH2:6][CH2:5][CH2:4][CH2:3][CH2:2]1.O=S(Cl)[Cl:17].[Cl:19][C:20]1[C:25]([Cl:26])=[CH:24][CH:23]=[CH:22][C:21]=1[N:27]=[C:28]=[S:29], predict the reaction product. The product is: [ClH:17].[Cl:19][C:20]1[C:25]([Cl:26])=[CH:24][CH:23]=[CH:22][C:21]=1[N:27]=[C:28]1[N:9]([C@@H:7]([CH:1]2[CH2:6][CH2:5][CH2:4][CH2:3][CH2:2]2)[CH3:8])[CH2:10][C:11]([CH3:14])([CH3:13])[S:29]1. (4) Given the reactants C(N(CC(O)=O)CC(O)=O)CN(CC(O)=O)CC(O)=O.CO[C:23](=[O:33])[C@H:24]([CH2:26][CH2:27][CH2:28][NH:29][C:30](=[NH:32])[NH2:31])[NH2:25].[NH2:34][C@H:35]([C:41]([OH:43])=[O:42])[CH2:36][CH2:37][C:38](=[O:40])[NH2:39].[OH-].[Na+], predict the reaction product. The product is: [NH2:25][C@H:24]([C:23]([NH:34][C@H:35]([C:41]([OH:43])=[O:42])[CH2:36][CH2:37][C:38](=[O:40])[NH2:39])=[O:33])[CH2:26][CH2:27][CH2:28][NH:29][C:30](=[NH:32])[NH2:31]. (5) Given the reactants C([O:3][CH:4](OCC)[C:5]1[N:6]=[N:7][N:8]([C:10]2[CH:29]=[CH:28][C:13]([CH2:14][C:15]3[C:16]([CH2:26][CH3:27])=[N:17][N:18]4[C:23]([CH3:24])=[CH:22][C:21]([CH3:25])=[N:20][C:19]=34)=[CH:12][CH:11]=2)[CH:9]=1)C.Cl, predict the reaction product. The product is: [CH2:26]([C:16]1[C:15]([CH2:14][C:13]2[CH:28]=[CH:29][C:10]([N:8]3[CH:9]=[C:5]([CH:4]=[O:3])[N:6]=[N:7]3)=[CH:11][CH:12]=2)=[C:19]2[N:20]=[C:21]([CH3:25])[CH:22]=[C:23]([CH3:24])[N:18]2[N:17]=1)[CH3:27]. (6) Given the reactants C([O:3][C:4](=[O:40])[CH2:5][N:6]([S:32]([NH:35][C:36]([CH3:39])([CH3:38])[CH3:37])(=[O:34])=[O:33])[CH2:7][C:8]1[CH:13]=[CH:12][CH:11]=[C:10]([O:14][CH2:15][C:16]2[N:17]=[C:18]([C:22]3[CH:27]=[CH:26][C:25]([C:28]([F:31])([F:30])[F:29])=[CH:24][CH:23]=3)[O:19][C:20]=2[CH3:21])[CH:9]=1)C.O.[OH-].[Li+], predict the reaction product. The product is: [C:36]([NH:35][S:32]([N:6]([CH2:5][C:4]([OH:40])=[O:3])[CH2:7][C:8]1[CH:13]=[CH:12][CH:11]=[C:10]([O:14][CH2:15][C:16]2[N:17]=[C:18]([C:22]3[CH:23]=[CH:24][C:25]([C:28]([F:29])([F:31])[F:30])=[CH:26][CH:27]=3)[O:19][C:20]=2[CH3:21])[CH:9]=1)(=[O:34])=[O:33])([CH3:39])([CH3:37])[CH3:38]. (7) Given the reactants [F:1][C:2]([F:28])([F:27])[C:3]1[CH:4]=[C:5]([S:9]([CH2:12][C@@H:13]2[CH2:18][CH2:17][C@H:16]([NH:19]C(=O)OC(C)(C)C)[CH2:15][CH2:14]2)(=[O:11])=[O:10])[CH:6]=[CH:7][CH:8]=1, predict the reaction product. The product is: [F:27][C:2]([F:1])([F:28])[C:3]1[CH:4]=[C:5]([S:9]([CH2:12][C@@H:13]2[CH2:18][CH2:17][C@H:16]([NH2:19])[CH2:15][CH2:14]2)(=[O:10])=[O:11])[CH:6]=[CH:7][CH:8]=1.